From a dataset of Forward reaction prediction with 1.9M reactions from USPTO patents (1976-2016). Predict the product of the given reaction. Given the reactants Cl[CH:2]([C:20]1[CH:25]=[CH:24][CH:23]=[CH:22][CH:21]=1)[C:3]([C:5]1[C:13]2[C:8](=[CH:9][CH:10]=[CH:11][CH:12]=2)[N:7]([CH2:14][CH2:15][O:16][CH2:17][O:18][CH3:19])[CH:6]=1)=[O:4].[CH3:26][O:27][C:28]1[CH:29]=[C:30]([CH:32]=[C:33]([O:35][CH3:36])[CH:34]=1)[NH2:31], predict the reaction product. The product is: [CH3:36][O:35][C:33]1[CH:32]=[C:30]([NH:31][CH:2]([C:20]2[CH:25]=[CH:24][CH:23]=[CH:22][CH:21]=2)[C:3]([C:5]2[C:13]3[C:8](=[CH:9][CH:10]=[CH:11][CH:12]=3)[N:7]([CH2:14][CH2:15][O:16][CH2:17][O:18][CH3:19])[CH:6]=2)=[O:4])[CH:29]=[C:28]([O:27][CH3:26])[CH:34]=1.